Dataset: Full USPTO retrosynthesis dataset with 1.9M reactions from patents (1976-2016). Task: Predict the reactants needed to synthesize the given product. (1) Given the product [ClH:10].[NH2:1][CH2:2][C@H:3]([OH:7])[C:4]([O:6][CH3:12])=[O:5], predict the reactants needed to synthesize it. The reactants are: [NH2:1][CH2:2][C@H:3]([OH:7])[C:4]([OH:6])=[O:5].O=S(Cl)[Cl:10].[CH3:12]O. (2) Given the product [C:21]([N:5]1[CH2:6][CH:7]([O:9][C:10]2[C:19]3[C:14](=[CH:15][C:16]([Cl:20])=[CH:17][CH:18]=3)[N:13]=[CH:12][CH:11]=2)[CH2:8][C@H:4]1[C:3]([OH:28])=[O:2])([O:23][C:24]([CH3:27])([CH3:26])[CH3:25])=[O:22], predict the reactants needed to synthesize it. The reactants are: C[O:2][C:3](=[O:28])[C@@H:4]1[CH2:8][CH:7]([O:9][C:10]2[C:19]3[C:14](=[CH:15][C:16]([Cl:20])=[CH:17][CH:18]=3)[N:13]=[CH:12][CH:11]=2)[CH2:6][N:5]1[C:21]([O:23][C:24]([CH3:27])([CH3:26])[CH3:25])=[O:22].[OH-].[Na+].Cl. (3) Given the product [CH2:23]([O:25][C:26]([N:28]1[CH2:29][CH2:30][N:31]([C:34](=[O:46])[C@@H:35]([NH:45][C:17]([C:8]2[CH:7]=[C:6]([O:5][CH2:4][C:3](=[O:20])[C:2]([CH3:1])([CH3:22])[CH3:21])[N:10]([C:11]3[CH:12]=[CH:13][CH:14]=[CH:15][CH:16]=3)[N:9]=2)=[O:19])[CH2:36][NH:37][C:38]([O:40][C:41]([CH3:43])([CH3:42])[CH3:44])=[O:39])[CH2:32][CH2:33]1)=[O:27])[CH3:24], predict the reactants needed to synthesize it. The reactants are: [CH3:1][C:2]([CH3:22])([CH3:21])[C:3](=[O:20])[CH2:4][O:5][C:6]1[N:10]([C:11]2[CH:16]=[CH:15][CH:14]=[CH:13][CH:12]=2)[N:9]=[C:8]([C:17]([OH:19])=O)[CH:7]=1.[CH2:23]([O:25][C:26]([N:28]1[CH2:33][CH2:32][N:31]([C:34](=[O:46])[C@@H:35]([NH2:45])[CH2:36][NH:37][C:38]([O:40][C:41]([CH3:44])([CH3:43])[CH3:42])=[O:39])[CH2:30][CH2:29]1)=[O:27])[CH3:24].C1C=CC2N(O)N=NC=2C=1.C(Cl)CCl. (4) Given the product [CH2:27]([O:26][C:23]1[CH:22]=[CH:21][C:20]([CH2:19][CH2:18][N:15]2[CH2:16][CH2:17][CH:12]([N:8]3[CH2:9][CH2:10][CH2:11][CH:6]([C:4]([OH:5])=[O:3])[CH2:7]3)[CH2:13][CH2:14]2)=[CH:25][CH:24]=1)[CH2:28][C:29]1[CH:30]=[CH:31][CH:32]=[CH:33][CH:34]=1, predict the reactants needed to synthesize it. The reactants are: C([O:3][C:4]([CH:6]1[CH2:11][CH2:10][CH2:9][N:8]([CH:12]2[CH2:17][CH2:16][N:15]([CH2:18][CH2:19][C:20]3[CH:25]=[CH:24][C:23]([O:26][CH2:27][CH2:28][C:29]4[CH:34]=[CH:33][CH:32]=[CH:31][CH:30]=4)=[CH:22][CH:21]=3)[CH2:14][CH2:13]2)[CH2:7]1)=[O:5])C. (5) Given the product [CH2:12]([O:11][C:9]1[CH:10]=[C:5]2[C:6](=[CH:7][C:8]=1[O:14][CH:15]([CH3:17])[CH3:16])[N:18]=[CH:24][NH:25][C:4]2=[O:3])[CH3:13], predict the reactants needed to synthesize it. The reactants are: C([O:3][C:4](=O)[C:5]1[CH:10]=[C:9]([O:11][CH2:12][CH3:13])[C:8]([O:14][CH:15]([CH3:17])[CH3:16])=[CH:7][C:6]=1[NH2:18])C.C(O)(=O)C.[CH:24](N)=[NH:25]. (6) Given the product [CH2:26]([N:33]1[CH2:34][C@@H:35]([CH:39]=[C:3]([CH3:4])[CH3:2])[CH2:36][C:37]1=[O:38])[C:27]1[CH:32]=[CH:31][CH:30]=[CH:29][CH:28]=1, predict the reactants needed to synthesize it. The reactants are: [Li][CH2:2][CH2:3][CH2:4]C.[I-].C1([PH+](C2C=CC=CC=2)C2C=CC=CC=2)C=CC=CC=1.[CH2:26]([N:33]1[C:37](=[O:38])[CH2:36][C@H:35]([CH:39]=O)[CH2:34]1)[C:27]1[CH:32]=[CH:31][CH:30]=[CH:29][CH:28]=1. (7) Given the product [C:5]([C:4]1([C:3]([O:2][CH3:1])=[O:7])[CH2:13][CH2:12][O:11][CH2:10][CH2:9]1)#[N:6], predict the reactants needed to synthesize it. The reactants are: [CH3:1][O:2][C:3](=[O:7])[CH2:4][C:5]#[N:6].Br[CH2:9][CH2:10][O:11][CH2:12][CH2:13]Br.C1CCN2C(=NCCC2)CC1.O.